Dataset: Reaction yield outcomes from USPTO patents with 853,638 reactions. Task: Predict the reaction yield, written as a fraction of the theoretical maximum amount of product (1.0 means a 100% yield; for example, 0.34 means a 34% yield). (1) The reactants are [CH3:1][C:2]1[CH:3]=[C:4]([CH:19]=[CH:20][CH:21]=1)[CH2:5][O:6][C:7]1[CH:15]=[CH:14][CH:13]=[C:9]([C:10]([OH:12])=O)[C:8]=1[C:16]([OH:18])=O.Cl.[NH2:23][CH:24]1[CH2:30][CH2:29][C:28](=[O:31])[NH:27][C:25]1=[O:26]. The catalyst is N1C=CC=CC=1. The product is [O:26]=[C:25]1[CH:24]([N:23]2[C:16](=[O:18])[C:8]3[C:9](=[CH:13][CH:14]=[CH:15][C:7]=3[O:6][CH2:5][C:4]3[CH:19]=[CH:20][CH:21]=[C:2]([CH3:1])[CH:3]=3)[C:10]2=[O:12])[CH2:30][CH2:29][C:28](=[O:31])[NH:27]1. The yield is 0.480. (2) The yield is 0.330. The catalyst is C(Cl)Cl.C([O-])(O)=O.[Na+]. The product is [CH2:10]([N:17]1[CH2:22][CH2:21][N:20]([CH3:23])[CH:19]([CH2:24][F:7])[CH2:18]1)[C:11]1[CH:16]=[CH:15][CH:14]=[CH:13][CH:12]=1. The reactants are C(N(S(F)(F)[F:7])CC)C.[CH2:10]([N:17]1[CH2:22][CH2:21][N:20]([CH3:23])[CH:19]([CH2:24]O)[CH2:18]1)[C:11]1[CH:16]=[CH:15][CH:14]=[CH:13][CH:12]=1. (3) The reactants are C(OC([N:8]1[C:12]([C:14]2[CH:19]=[CH:18][CH:17]=[C:16]([Br:20])[CH:15]=2)([CH3:13])[CH2:11][O:10][S:9]1(=[O:22])=[O:21])=O)(C)(C)C.C(Cl)Cl. The catalyst is C(O)(C(F)(F)F)=O. The product is [Br:20][C:16]1[CH:15]=[C:14]([C:12]2([CH3:13])[CH2:11][O:10][S:9](=[O:22])(=[O:21])[NH:8]2)[CH:19]=[CH:18][CH:17]=1. The yield is 0.910. (4) The reactants are C(OC([N:8](COCC[Si](C)(C)C)[C:9]1[S:10][C@:11]2([C:34]([O:36][CH3:37])=[O:35])[C@H:13]([C@:14]([C:17]3[C:18]([F:33])=[N:19][CH:20]=[C:21]([NH:23][C:24](=[O:32])[C:25]4[CH:30]=[CH:29][C:28]([Cl:31])=[CH:27][N:26]=4)[CH:22]=3)([CH3:16])[N:15]=1)[CH2:12]2)=O)(C)(C)C.S(=O)(=O)(O)O.CCOC(C)=O. The catalyst is C(Cl)Cl. The product is [NH2:8][C:9]1[S:10][C@:11]2([C:34]([O:36][CH3:37])=[O:35])[C@H:13]([C@:14]([C:17]3[C:18]([F:33])=[N:19][CH:20]=[C:21]([NH:23][C:24](=[O:32])[C:25]4[CH:30]=[CH:29][C:28]([Cl:31])=[CH:27][N:26]=4)[CH:22]=3)([CH3:16])[N:15]=1)[CH2:12]2. The yield is 0.940.